Regression. Given two drug SMILES strings and cell line genomic features, predict the synergy score measuring deviation from expected non-interaction effect. From a dataset of NCI-60 drug combinations with 297,098 pairs across 59 cell lines. (1) Drug 1: CC1=CC=C(C=C1)C2=CC(=NN2C3=CC=C(C=C3)S(=O)(=O)N)C(F)(F)F. Drug 2: CCN(CC)CCNC(=O)C1=C(NC(=C1C)C=C2C3=C(C=CC(=C3)F)NC2=O)C. Cell line: SK-MEL-28. Synergy scores: CSS=-6.52, Synergy_ZIP=2.41, Synergy_Bliss=-0.892, Synergy_Loewe=-11.7, Synergy_HSA=-14.2. (2) Drug 1: C(=O)(N)NO. Drug 2: CNC(=O)C1=NC=CC(=C1)OC2=CC=C(C=C2)NC(=O)NC3=CC(=C(C=C3)Cl)C(F)(F)F. Cell line: K-562. Synergy scores: CSS=-5.19, Synergy_ZIP=2.25, Synergy_Bliss=1.77, Synergy_Loewe=-4.27, Synergy_HSA=-3.81. (3) Drug 1: CC1=CC2C(CCC3(C2CCC3(C(=O)C)OC(=O)C)C)C4(C1=CC(=O)CC4)C. Drug 2: C1=NC2=C(N=C(N=C2N1C3C(C(C(O3)CO)O)F)Cl)N. Cell line: UO-31. Synergy scores: CSS=23.3, Synergy_ZIP=-8.26, Synergy_Bliss=-5.50, Synergy_Loewe=-40.3, Synergy_HSA=-4.95. (4) Drug 1: CN(C)C1=NC(=NC(=N1)N(C)C)N(C)C. Drug 2: C(CN)CNCCSP(=O)(O)O. Cell line: SF-295. Synergy scores: CSS=5.49, Synergy_ZIP=-3.17, Synergy_Bliss=-4.37, Synergy_Loewe=0.947, Synergy_HSA=-1.45. (5) Drug 1: CCCS(=O)(=O)NC1=C(C(=C(C=C1)F)C(=O)C2=CNC3=C2C=C(C=N3)C4=CC=C(C=C4)Cl)F. Drug 2: CC12CCC(CC1=CCC3C2CCC4(C3CC=C4C5=CN=CC=C5)C)O. Cell line: NCI-H460. Synergy scores: CSS=-1.93, Synergy_ZIP=2.77, Synergy_Bliss=4.11, Synergy_Loewe=0.451, Synergy_HSA=1.75. (6) Drug 2: C1CN(CCN1C(=O)CCBr)C(=O)CCBr. Synergy scores: CSS=32.6, Synergy_ZIP=-9.77, Synergy_Bliss=2.02, Synergy_Loewe=3.64, Synergy_HSA=5.27. Drug 1: CC1OCC2C(O1)C(C(C(O2)OC3C4COC(=O)C4C(C5=CC6=C(C=C35)OCO6)C7=CC(=C(C(=C7)OC)O)OC)O)O. Cell line: HT29. (7) Drug 1: C1CCC(CC1)NC(=O)N(CCCl)N=O. Drug 2: CC(C)CN1C=NC2=C1C3=CC=CC=C3N=C2N. Cell line: CAKI-1. Synergy scores: CSS=20.7, Synergy_ZIP=-7.92, Synergy_Bliss=-3.66, Synergy_Loewe=-2.66, Synergy_HSA=-3.14.